Dataset: Drug-target binding data from BindingDB using Ki measurements. Task: Regression. Given a target protein amino acid sequence and a drug SMILES string, predict the binding affinity score between them. We predict pKi (pKi = -log10(Ki in M); higher means stronger inhibition). Dataset: bindingdb_ki. (1) The target protein (P09768) has sequence MNYINLPTVLPGSPSKTRGQIQVILGPMFSGKSTELMRRVRRFQIAQNKCLVIKYAKDTRYSSSFSTHDRNTMDALPACLLRDVAQEALGAAVIGIDEGQFFPDIVEFCEVMANAGKTVIVAALDGTFQRKAFGSILNLVPLAESVVKLTAVCMECFREAAYTKRLGLEKEVEVIGGADKYHSVCRVCYFKKSSVQPAGPDNKENCPVLGQPGEASAVRKLFAPQQVLQHNSTN. The compound is CC(=O)NCCNC[C@H]1O[C@@H](n2cc(C)c(=O)[nH]c2=O)C[C@@H]1O. The pKi is 3.6. (2) The small molecule is Clc1ccc(C2CC3CCC2N3)cn1. The target protein (P25108) has sequence MELTAVLLLLGLCSAGTVLGSEHETRLVAKLFKDYSSVVRPVGDHREIVQVTVGLQLIQLINVDEVNQIVTTNVRLKQQWVDYNLKWNPDDYGGVKKIHIPSEKIWRPDVVLYNNADGDFAIVKFTKVLLDYTGHITWTPPAIFKSYCEIIVTHFPFDEQNCSMKLGTWTYDGSVVAINPESDQPDLSNFMESGEWVIKEARGWKHWVFYSCCPNTPYLDITYHFVMQRLPLYFIVNVIIPCLLFSFLTSLVFYLPTDSGEKMTLSISVLLSLTVFLLVIVELIPSTSSAVPLIGKYMLFTMVFVIASIIITVIVINTHHRSPSTHIMPEWVRKVFIDTIPNIMFFSTMKRPSRDKQEKRIFTEDIDISDISGKPGPPPMGFHSPLIKHPEVKSAIEGVKYIAETMKSDQESNNASEEWKYVAMVMDHILLGVFMLVCLIGTLAVFAGRLIELHQQG. The pKi is 8.2. (3) The small molecule is CC(O)[C@H](NC(=O)[C@H](CCCCN)NC(=O)[C@@H](Cc1c[nH]c2ccccc12)NC(=O)[C@H](Cc1ccc(O)cc1)NC(=O)[C@H](C)NC(=O)[C@H](N)Cc1ccccc1)C(=O)N[C@@H](C)C(=O)N[C@@H](Cc1cccc2ccccc12)C(N)=O. The target protein (P30937) has sequence MNTPATLPLGGEDTTWTPGINASWAPDEEEDAVRSDGTGTAGMVTIQCIYALVCLVGLVGNALVIFVILRYAKMKTATNIYLLNLAVADELFMLSVPFVASAAALRHWPFGAVLCRAVLSVDGLNMFTSVFCLTVLSVDRYVAVVHPLRAATYRRPSVAKLINLGVWLASLLVTLPIAVFADTRPARGGEAVACNLHWPHPAWSAVFVIYTFLLGFLLPVLAIGLCYLLIVGKMRAVALRAGWQQRRRSEKKITRLVLMVVTVFVLCWMPFYVVQLLNLFVTSLDATVNHVSLILSYANSCANPILYGFLSDNFRRSFQRVLCLRCCLLETTGGAEEEPLDYYATALKSRGGPGCICPPLPCQQEPMQAEPACKRVPFTKTTTF. The pKi is 8.0. (4) The compound is C[C@@H]1OCC2(CN3CCC2CC3)O1. The target protein sequence is MTLHSNSTTLPLFPNISTSWIHSPSEAGLPPGTVTHFGSYNISQAAGNFSSLNGTTSDPLGGHTIWQVVFIAFLTGFLALVTIIGNILVIVSFKVNKQLKHVNNYFLLSLADLIIGVISMNLFTTYIIMNRWALGNLACDLWLSIDYVASNASVMNLLVISFDRYFSITRPLTYRAKRTTKRAGVMIGLAWVISFVLWAPAILFWQYFVGKRTVPPGECFIQFLSEPTITFGTAIAAFYMPVTIMTILYWRIYKETEKRTKELAGLQASGTEAETENFVHPTGSSRSCSSYELQQQSLKHSSRRKYSRCHFWFATKSWKPNAGQMDQDHSSSDSWNNYDAAASLENSASDEEDIGSETRAIYSIVLKLPGHSTILNSTKLPSSDNLQVPEEDLEPMDMERNASKPQTQKSMDDGGSFQKSFSNLPIQLESTMDTAKTSDANSSVSKTMATLPLSFKEATLAKRFALRTRSQITKRKRMSLIKEKRAAQTLSAILLAFIIT.... The pKi is 4.6. (5) The small molecule is C#CCN(C)CCCOc1ccc(Cl)cc1Cl. The target protein (P00176) has sequence MEPTILLLLALLVGFLLLLVRGHPKSRGNFPPGPRPLPLLGNLLQLDRGGLLNSFMQLREKYGDVFTVHLGPRPVVMLCGTDTIKEALVGQAEDFSGRGTIAVIEPIFKEYGVIFANGERWKALRRFSLATMRDFGMGKRSVEERIQEEAQCLVEELRKSQGAPLDPTFLFQCITANIICSIVFGERFDYTDRQFLRLLELFYRTFSLLSSFSSQVFEFFSGFLKYFPGAHRQISKNLQEILDYIGHIVEKHRATLDPSAPRDFIDTYLLRMEKEKSNHHTEFHHENLMISLLSLFFAGTETSSTTLRYGFLLMLKYPHVAEKVQKEIDQVIGSHRLPTLDDRSKMPYTDAVIHEIQRFSDLVPIGVPHRVTKDTMFRGYLLPKNTEVYPILSSALHDPQYFDHPDSFNPEHFLDANGALKKSEAFMPFSTGKRICLGEGIARNELFLFFTTILQNFSVSSHLAPKDIDLTPKESGIGKIPPTYQICFSAR. The pKi is 5.8.